This data is from Reaction yield outcomes from USPTO patents with 853,638 reactions. The task is: Predict the reaction yield, written as a fraction of the theoretical maximum amount of product (1.0 means a 100% yield; for example, 0.34 means a 34% yield). The reactants are [CH3:1][O:2][C:3]1[CH:4]=[C:5]([CH:8]=[C:9]([O:13][CH3:14])[C:10]=1[O:11][CH3:12])[CH:6]=[O:7].[Br:15]Br. The catalyst is O.C(Cl)(Cl)Cl. The product is [Br:15][C:8]1[C:9]([O:13][CH3:14])=[C:10]([O:11][CH3:12])[C:3]([O:2][CH3:1])=[CH:4][C:5]=1[CH:6]=[O:7]. The yield is 0.980.